Dataset: Full USPTO retrosynthesis dataset with 1.9M reactions from patents (1976-2016). Task: Predict the reactants needed to synthesize the given product. (1) Given the product [CH3:17][O:16][C:13]1[CH:12]=[C:11]2[C:10]([CH:3]([C:1]#[N:2])[CH2:4][C:5](=[O:6])[NH:18]2)=[CH:15][CH:14]=1, predict the reactants needed to synthesize it. The reactants are: [C:1]([CH:3]([C:10]1[CH:15]=[CH:14][C:13]([O:16][CH3:17])=[CH:12][C:11]=1[N+:18]([O-])=O)[CH2:4][C:5](OCC)=[O:6])#[N:2].Cl.CO. (2) Given the product [Cl:1][C:2]1[CH:7]=[CH:6][C:5]([C:13]2[CH:19]=[C:18]([F:20])[CH:17]=[CH:16][C:14]=2[NH2:15])=[CH:4][C:3]=1[F:11], predict the reactants needed to synthesize it. The reactants are: [Cl:1][C:2]1[CH:7]=[CH:6][C:5](B(O)O)=[CH:4][C:3]=1[F:11].Br[C:13]1[CH:19]=[C:18]([F:20])[CH:17]=[CH:16][C:14]=1[NH2:15].O. (3) Given the product [Br-:1].[NH2:17][CH2:15][CH2:14][CH2:13][CH2:12][CH2:11][CH2:10][CH2:9][CH2:8][CH2:7][CH2:6][P+:29]([C:23]1[CH:24]=[CH:25][CH:26]=[CH:27][CH:28]=1)([C:30]1[CH:35]=[CH:34][CH:33]=[CH:32][CH:31]=1)[C:36]1[CH:37]=[CH:38][CH:39]=[CH:40][CH:41]=1.[Br-:1].[CH3:6][CH2:7][CH2:8][CH2:9][CH2:10][CH2:11][CH2:12][CH2:13][CH2:14][CH2:15][C:41]1[CH:40]=[CH:39][CH:38]=[CH:37][C:36]=1[P+:29]([N:17]1[C:18](=[O:19])[C:13]2=[CH:12][CH:22]=[CH:21][CH:20]=[C:14]2[C:15]1=[O:16])([C:23]1[CH:24]=[CH:25][CH:26]=[CH:27][CH:28]=1)[C:30]1[CH:35]=[CH:34][CH:33]=[CH:32][CH:31]=1, predict the reactants needed to synthesize it. The reactants are: [Br:1]CCCC[CH2:6][CH2:7][CH2:8][CH2:9][CH2:10][CH2:11][C:12]1[CH:22]=[CH:21][CH:20]=[C:14]2[C:15]([NH:17][C:18](=[O:19])[C:13]=12)=[O:16].[C:23]1([P:29]([C:36]2[CH:41]=[CH:40][CH:39]=[CH:38][CH:37]=2)[C:30]2[CH:35]=[CH:34][CH:33]=[CH:32][CH:31]=2)[CH:28]=[CH:27][CH:26]=[CH:25][CH:24]=1. (4) Given the product [CH2:20]([CH:3]([CH2:1][CH3:2])[CH2:4][O:5][C:6]1[CH:15]=[C:10]([CH2:11][OH:12])[CH:9]=[C:8]([CH2:16][OH:17])[CH:7]=1)[CH3:21], predict the reactants needed to synthesize it. The reactants are: [CH2:1]([CH:3]([CH2:20][CH3:21])[CH2:4][O:5][C:6]1[CH:7]=[C:8]([C:16](OC)=[O:17])[CH:9]=[C:10]([CH:15]=1)[C:11](OC)=[O:12])[CH3:2].[H-].[H-].[H-].[H-].[Li+].[Al+3]. (5) Given the product [CH:1]1([N:5]2[CH2:6][CH2:7][N:8]([C:11]([C:13]3[CH:14]=[C:15]4[C:19](=[CH:20][CH:21]=3)[N:18]([CH2:39][C:40]([F:43])([F:42])[F:41])[C:17]([C:22]([N:24]3[CH2:25][CH2:26][C:27]([F:30])([F:31])[CH2:28][CH2:29]3)=[O:23])=[CH:16]4)=[O:12])[CH2:9][CH2:10]2)[CH2:2][CH2:3][CH2:4]1, predict the reactants needed to synthesize it. The reactants are: [CH:1]1([N:5]2[CH2:10][CH2:9][N:8]([C:11]([C:13]3[CH:14]=[C:15]4[C:19](=[CH:20][CH:21]=3)[NH:18][C:17]([C:22]([N:24]3[CH2:29][CH2:28][C:27]([F:31])([F:30])[CH2:26][CH2:25]3)=[O:23])=[CH:16]4)=[O:12])[CH2:7][CH2:6]2)[CH2:4][CH2:3][CH2:2]1.[H-].[Na+].CS(O[CH2:39][C:40]([F:43])([F:42])[F:41])(=O)=O. (6) Given the product [Br:1][C:2]1[CH:3]=[N:4][C:5]2[N:6]([N:8]=[CH:9][C:10]=2[C:20]2[CH:21]=[C:22]([C:25]([NH:27][CH:28]([C:33]3[CH:38]=[CH:37][CH:36]=[CH:35][N:34]=3)[C:29]([F:32])([F:31])[F:30])=[O:26])[S:23][CH:24]=2)[CH:7]=1, predict the reactants needed to synthesize it. The reactants are: [Br:1][C:2]1[CH:3]=[N:4][C:5]2[N:6]([N:8]=[CH:9][C:10]=2I)[CH:7]=1.CC1(C)C(C)(C)OB([C:20]2[CH:21]=[C:22]([C:25]([NH:27][CH:28]([C:33]3[CH:38]=[CH:37][CH:36]=[CH:35][N:34]=3)[C:29]([F:32])([F:31])[F:30])=[O:26])[S:23][CH:24]=2)O1.C([O-])([O-])=O.[Na+].[Na+]. (7) Given the product [OH:15][N:14]=[CH:1][C:3]1[CH:12]=[CH:11][CH:10]=[CH:9][C:4]=1[C:5]([O:7][CH3:8])=[O:6], predict the reactants needed to synthesize it. The reactants are: [CH:1]([C:3]1[CH:12]=[CH:11][CH:10]=[CH:9][C:4]=1[C:5]([O:7][CH3:8])=[O:6])=O.Cl.[NH2:14][OH:15].O.C(OCC)(=O)C.